From a dataset of Forward reaction prediction with 1.9M reactions from USPTO patents (1976-2016). Predict the product of the given reaction. (1) Given the reactants Cl.[CH3:2][C:3]1[C:7]([CH2:8][CH2:9][N:10]2[CH2:15][CH2:14][NH:13][CH2:12][CH2:11]2)=[C:6]([CH3:16])[O:5][N:4]=1.C([O-])([O-])=O.[K+].[K+].Br[CH2:24][C:25]([O:27][CH3:28])=[O:26].O, predict the reaction product. The product is: [CH3:2][C:3]1[C:7]([CH2:8][CH2:9][N:10]2[CH2:11][CH2:12][N:13]([CH2:24][C:25]([O:27][CH3:28])=[O:26])[CH2:14][CH2:15]2)=[C:6]([CH3:16])[O:5][N:4]=1. (2) Given the reactants [CH:1]([C:4]1[C:12]([C:13]2[NH:17][C:16]([CH2:18][CH2:19][O:20][CH3:21])=[N:15][N:14]=2)=[CH:11][C:7]([C:8]([OH:10])=[O:9])=[C:6]([CH3:22])[CH:5]=1)([CH3:3])C.[CH2:23](C1C=C(CC)C(I)=CC=1C(OC)=O)C.IC1C(C(C)C)=CC(C)=C(C=1)C(OC)=O, predict the reaction product. The product is: [CH2:22]([C:6]1[CH:5]=[C:4]([CH2:1][CH3:3])[C:12]([C:13]2[NH:17][C:16]([CH2:18][CH2:19][O:20][CH3:21])=[N:15][N:14]=2)=[CH:11][C:7]=1[C:8]([OH:10])=[O:9])[CH3:23]. (3) Given the reactants [Cl:1][C:2]1[C:7]([CH3:8])=[CH:6][C:5]([S:9]([NH:12][C:13]2[CH:14]=[C:15]([C:19]3[CH:24]=[CH:23][C:22]([C:25](O)=[O:26])=[C:21]([CH3:28])[CH:20]=3)[CH:16]=[CH:17][CH:18]=2)(=[O:11])=[O:10])=[C:4]([CH3:29])[CH:3]=1.[C:30]([O:34][C:35](=[O:44])[C@@H:36]([NH2:43])[CH2:37][O:38][C:39]([CH3:42])([CH3:41])[CH3:40])([CH3:33])([CH3:32])[CH3:31].CCN(C(C)C)C(C)C.CN(C(ON1N=NC2C=CC=CC1=2)=[N+](C)C)C.[B-](F)(F)(F)F, predict the reaction product. The product is: [C:30]([O:34][C:35](=[O:44])[C@@H:36]([NH:43][C:25]([C:22]1[CH:23]=[CH:24][C:19]([C:15]2[CH:16]=[CH:17][CH:18]=[C:13]([NH:12][S:9]([C:5]3[CH:6]=[C:7]([CH3:8])[C:2]([Cl:1])=[CH:3][C:4]=3[CH3:29])(=[O:11])=[O:10])[CH:14]=2)=[CH:20][C:21]=1[CH3:28])=[O:26])[CH2:37][O:38][C:39]([CH3:42])([CH3:41])[CH3:40])([CH3:33])([CH3:31])[CH3:32]. (4) Given the reactants [CH2:1]([O:3][CH:4]([O:19][CH2:20][CH3:21])[C:5]1[CH:18]=[CH:17][C:8]([CH2:9][NH:10][CH:11]2[CH2:16][CH2:15][O:14][CH2:13][CH2:12]2)=[CH:7][CH:6]=1)[CH3:2].[C:22](O[C:22]([O:24][C:25]([CH3:28])([CH3:27])[CH3:26])=[O:23])([O:24][C:25]([CH3:28])([CH3:27])[CH3:26])=[O:23].C(O)(=O)CC(CC(O)=O)(C(O)=O)O.C([O-])(O)=O.[Na+], predict the reaction product. The product is: [CH2:1]([O:3][CH:4]([O:19][CH2:20][CH3:21])[C:5]1[CH:6]=[CH:7][C:8]([CH2:9][N:10]([CH:11]2[CH2:16][CH2:15][O:14][CH2:13][CH2:12]2)[C:22](=[O:23])[O:24][C:25]([CH3:28])([CH3:27])[CH3:26])=[CH:17][CH:18]=1)[CH3:2]. (5) Given the reactants [NH2:1][C:2]1[N:7]=[C:6]([C:8]2[O:9][CH:10]=[CH:11][CH:12]=2)[C:5]([C:13]2[CH:14]=[CH:15][C:16](=[O:19])[NH:17][CH:18]=2)=[CH:4][N:3]=1.C(=O)([O-])[O-].[K+].[K+].[CH2:26](I)[CH2:27][CH3:28], predict the reaction product. The product is: [NH2:1][C:2]1[N:7]=[C:6]([C:8]2[O:9][CH:10]=[CH:11][CH:12]=2)[C:5]([C:13]2[CH:14]=[CH:15][C:16](=[O:19])[N:17]([CH2:26][CH2:27][CH3:28])[CH:18]=2)=[CH:4][N:3]=1. (6) Given the reactants C(C(C([O:10][C:11]([C:14]([C:17]([C:20]([Cl:23])([F:22])[F:21])([Cl:19])[F:18])([F:16])[F:15])(F)[F:12])=O)(F)F)(F)(F)F.[F-].[Na+], predict the reaction product. The product is: [F:12][C:11]([C:14]([C:17]([C:20]([Cl:23])([F:21])[F:22])([Cl:19])[F:18])([F:16])[F:15])=[O:10].